From a dataset of Reaction yield outcomes from USPTO patents with 853,638 reactions. Predict the reaction yield, written as a fraction of the theoretical maximum amount of product (1.0 means a 100% yield; for example, 0.34 means a 34% yield). (1) The reactants are [CH3:1][O:2][C:3]1[C:4]([C:13]([F:16])([F:15])[F:14])=[CH:5][C:6]([N+:10]([O-:12])=[O:11])=[C:7]([OH:9])[CH:8]=1.C(=O)([O-])[O-].[K+].[K+].Br[CH2:24][C:25]([O:27][CH2:28][CH3:29])=[O:26].FC(F)(F)C(O)=O. The catalyst is CN(C)C=O.C(OCC)(=O)C.CC#N.O. The product is [CH3:1][O:2][C:3]1[C:4]([C:13]([F:14])([F:15])[F:16])=[CH:5][C:6]([N+:10]([O-:12])=[O:11])=[C:7]([O:9][CH2:24][C:25]([O:27][CH2:28][CH3:29])=[O:26])[CH:8]=1. The yield is 0.950. (2) The catalyst is C1(C)C=CC=CC=1.CC(O)C.CC(O)C.CC(O)C.CC(O)C.[Ti]. The product is [O:1]=[C:2]1[C:6]2([CH2:11][CH2:10][N:9]([CH2:12][CH2:13][CH2:14][N:15]3[C:19]4[CH:20]=[CH:21][CH:22]=[CH:23][C:18]=4[NH:17][C:16]3=[O:24])[CH2:8][CH2:7]2)[N:5]([C:25]2[CH:30]=[CH:29][CH:28]=[CH:27][CH:26]=2)[CH2:4][N:3]1[CH2:31][C:32]1[CH:33]=[C:34]([CH:39]=[CH:40][CH:41]=1)[C:35]([O:37][C@@H:38]1[CH:45]2[CH2:46][CH2:47][N:42]([CH2:43][CH2:44]2)[CH2:49]1)=[O:36]. The reactants are [O:1]=[C:2]1[C:6]2([CH2:11][CH2:10][N:9]([CH2:12][CH2:13][CH2:14][N:15]3[C:19]4[CH:20]=[CH:21][CH:22]=[CH:23][C:18]=4[NH:17][C:16]3=[O:24])[CH2:8][CH2:7]2)[N:5]([C:25]2[CH:30]=[CH:29][CH:28]=[CH:27][CH:26]=2)[CH2:4][N:3]1[CH2:31][C:32]1[CH:33]=[C:34]([CH:39]=[CH:40][CH:41]=1)[C:35]([O:37][CH3:38])=[O:36].[N:42]12[CH2:49]C[CH:45]([CH2:46][CH2:47]1)[C@@H:44](O)[CH2:43]2. The yield is 0.340. (3) The reactants are [NH2:1][CH2:2][C:3]1[CH:8]=[CH:7][N:6]=[CH:5][CH:4]=1.[Br:9][C:10]1[S:14][C:13]([S:15](Cl)(=[O:17])=[O:16])=[CH:12][CH:11]=1.C(N(CC)CC)C. The catalyst is C1COCC1. The product is [N:6]1[CH:7]=[CH:8][C:3]([CH2:2][NH:1][S:15]([C:13]2[S:14][C:10]([Br:9])=[CH:11][CH:12]=2)(=[O:17])=[O:16])=[CH:4][CH:5]=1. The yield is 0.950.